Dataset: Full USPTO retrosynthesis dataset with 1.9M reactions from patents (1976-2016). Task: Predict the reactants needed to synthesize the given product. (1) Given the product [Cl:34][C:11]1[C:10]2[C:5](=[C:6]([F:14])[CH:7]=[CH:8][CH:9]=2)[N:4]=[C:3]([C:2]([F:22])([F:1])[C:15]2[CH:20]=[CH:19][C:18]([F:21])=[CH:17][N:16]=2)[N:12]=1, predict the reactants needed to synthesize it. The reactants are: [F:1][C:2]([F:22])([C:15]1[CH:20]=[CH:19][C:18]([F:21])=[CH:17][N:16]=1)[C:3]1[NH:12][C:11](=O)[C:10]2[C:5](=[C:6]([F:14])[CH:7]=[CH:8][CH:9]=2)[N:4]=1.CCN(C(C)C)C(C)C.P(Cl)(Cl)([Cl:34])=O. (2) Given the product [C:18]([O:17][C:16]([NH:15][C@@H:8]([C:9]1[CH:14]=[CH:13][CH:12]=[CH:11][CH:10]=1)[C:4]1[CH:3]=[C:2]([CH:7]=[CH:6][CH:5]=1)[O:1][CH2:45][CH:42]1[CH2:43][CH2:44][N:39]([C:37]([O:36][CH2:29][C:30]2[CH:31]=[CH:32][CH:33]=[CH:34][CH:35]=2)=[O:38])[CH2:40][CH2:41]1)=[O:22])([CH3:19])([CH3:21])[CH3:20], predict the reactants needed to synthesize it. The reactants are: [OH:1][C:2]1[CH:3]=[C:4]([C@@H:8]([NH:15][C:16](=[O:22])[O:17][C:18]([CH3:21])([CH3:20])[CH3:19])[C:9]2[CH:14]=[CH:13][CH:12]=[CH:11][CH:10]=2)[CH:5]=[CH:6][CH:7]=1.C(=O)([O-])[O-].[Cs+].[Cs+].[CH2:29]([O:36][C:37]([N:39]1[CH2:44][CH2:43][CH:42]([CH2:45]OS(C2C=CC(C)=CC=2)(=O)=O)[CH2:41][CH2:40]1)=[O:38])[C:30]1[CH:35]=[CH:34][CH:33]=[CH:32][CH:31]=1. (3) Given the product [ClH:3].[ClH:1].[ClH:3].[CH:32]1([NH:35][C:36]([C:38]2[C:46]3[CH:45]=[C:44]([C:47]4[C:52]([CH3:53])=[CH:51][N:50]=[C:49]([NH:54][CH2:55][CH2:56][N:57]5[CH2:62][CH2:61][N:60]([CH3:4])[CH2:59][C@H:58]5[CH3:63])[N:48]=4)[S:43][C:42]=3[CH:41]=[CH:40][CH:39]=2)=[O:37])[CH2:34][CH2:33]1, predict the reactants needed to synthesize it. The reactants are: [ClH:1].Cl.[Cl:3][C:4]1C(C2SC3C=CC=C(C(N)=O)C=3C=2)=NC(NCCC2CCN(C)CC2)=NC=1.[CH:32]1([NH:35][C:36]([C:38]2[C:46]3[CH:45]=[C:44]([C:47]4[C:52]([CH3:53])=[CH:51][N:50]=[C:49]([NH:54][CH2:55][CH2:56][N:57]5[CH2:62][CH2:61][NH:60][CH2:59][C@H:58]5[CH3:63])[N:48]=4)[S:43][C:42]=3[CH:41]=[CH:40][CH:39]=2)=[O:37])[CH2:34][CH2:33]1. (4) Given the product [Cl:10][C:3]1[CH:4]=[C:5]([CH:7]=[C:8]([Cl:9])[C:2]=1[C:16]1[CH:17]=[N:18][C:13]([O:12][CH3:11])=[CH:14][CH:15]=1)[NH2:6], predict the reactants needed to synthesize it. The reactants are: Br[C:2]1[C:8]([Cl:9])=[CH:7][C:5]([NH2:6])=[CH:4][C:3]=1[Cl:10].[CH3:11][O:12][C:13]1[N:18]=[CH:17][C:16](B(O)O)=[CH:15][CH:14]=1.C(=O)([O-])[O-].[Na+].[Na+]. (5) Given the product [CH3:16][O:15][C:10]1[CH:11]=[CH:12][CH:13]=[CH:14][C:9]=1[O:8][C:7]1[C:2]([O:33][CH2:32][CH2:31][OH:34])=[N:3][C:4]([C:18]2[N:23]=[CH:22][CH:21]=[CH:20][N:19]=2)=[N:5][C:6]=1[Cl:17], predict the reactants needed to synthesize it. The reactants are: Cl[C:2]1[C:7]([O:8][C:9]2[CH:14]=[CH:13][CH:12]=[CH:11][C:10]=2[O:15][CH3:16])=[C:6]([Cl:17])[N:5]=[C:4]([C:18]2[N:23]=[CH:22][CH:21]=[CH:20][N:19]=2)[N:3]=1.C(N(CC)CC)C.[CH2:31]([OH:34])[CH2:32][OH:33].